This data is from Catalyst prediction with 721,799 reactions and 888 catalyst types from USPTO. The task is: Predict which catalyst facilitates the given reaction. (1) Reactant: Br[C:2]1[CH:7]=[CH:6][C:5]([NH:8][C:9]([NH:11][C:12]2[CH:17]=[CH:16][CH:15]=[CH:14][C:13]=2[O:18][CH3:19])=[O:10])=[CH:4][CH:3]=1.CC1(C)C(C)(C)OB([C:28]2[CH:32]=[N:31][N:30]3[CH2:33][CH2:34][CH2:35][C:29]=23)O1.C1(P(C2CCCCC2)C2C=CC=CC=2C2C(C(C)C)=CC(C(C)C)=CC=2C(C)C)CCCCC1.C([O-])([O-])=O.[Cs+].[Cs+]. Product: [N:31]1[N:30]2[CH2:33][CH2:34][CH2:35][C:29]2=[C:28]([C:2]2[CH:7]=[CH:6][C:5]([NH:8][C:9]([NH:11][C:12]3[CH:17]=[CH:16][CH:15]=[CH:14][C:13]=3[O:18][CH3:19])=[O:10])=[CH:4][CH:3]=2)[CH:32]=1. The catalyst class is: 488. (2) Reactant: [Cl:1][C:2]1[CH:3]=[C:4]2[C:9](=[CH:10][C:11]=1[O:12][C:13]1[CH:21]=[CH:20][C:16]([C:17](O)=[O:18])=[CH:15][CH:14]=1)[O:8][CH2:7][CH2:6][CH:5]2[C:22]([O:24][CH2:25][CH3:26])=[O:23].C(Cl)(=O)C(Cl)=O.[NH2:33][CH2:34][CH2:35][C:36]1[C:37]([N:45]([CH3:47])[CH3:46])=[N:38][C:39]([CH:42]2[CH2:44][CH2:43]2)=[CH:40][CH:41]=1.C(N(C(C)C)CC)(C)C. The catalyst class is: 120. Product: [Cl:1][C:2]1[CH:3]=[C:4]2[C:9](=[CH:10][C:11]=1[O:12][C:13]1[CH:21]=[CH:20][C:16]([C:17](=[O:18])[NH:33][CH2:34][CH2:35][C:36]3[C:37]([N:45]([CH3:46])[CH3:47])=[N:38][C:39]([CH:42]4[CH2:43][CH2:44]4)=[CH:40][CH:41]=3)=[CH:15][CH:14]=1)[O:8][CH2:7][CH2:6][CH:5]2[C:22]([O:24][CH2:25][CH3:26])=[O:23]. (3) Reactant: [Br:1][C:2]1[CH:3]=[CH:4][C:5]2[NH:6][C:7]3[C:12]([C:13]=2[CH:14]=1)=[CH:11][C:10]([Br:15])=[CH:9][CH:8]=3.[H-].[Na+].[Br:18][C:19]1[CH:20]=[CH:21][C:22]2[N:23]([CH2:33][CH:34]3[CH2:36][O:35]3)[C:24]3[C:29]([C:30]=2[CH:31]=1)=[CH:28][C:27]([Br:32])=[CH:26][CH:25]=3. Product: [Br:15][C:10]1[CH:9]=[CH:8][C:7]2[N:6]([CH2:36][CH:34]([OH:35])[CH2:33][N:23]3[C:24]4[CH:25]=[CH:26][C:27]([Br:32])=[CH:28][C:29]=4[C:30]4[C:22]3=[CH:21][CH:20]=[C:19]([Br:18])[CH:31]=4)[C:5]3[C:13]([C:12]=2[CH:11]=1)=[CH:14][C:2]([Br:1])=[CH:3][CH:4]=3. The catalyst class is: 3. (4) Reactant: [F:1][C:2]1[CH:7]=[C:6]([C:8]([OH:11])([CH3:10])[CH3:9])[CH:5]=[C:4]([F:12])[C:3]=1[C:13]1[S:17][C:16]([NH:18][C:19]2[CH:24]=[CH:23][C:22](=[O:25])[NH:21][N:20]=2)=[C:15]([C:26]([NH2:28])=[O:27])[CH:14]=1.C([O-])([O-])=O.[K+].[K+].Br[CH2:36][C:37]([O:39][CH3:40])=[O:38].O. Product: [CH3:40][O:39][C:37](=[O:38])[CH2:36][N:21]1[C:22](=[O:25])[CH:23]=[CH:24][C:19]([NH:18][C:16]2[S:17][C:13]([C:3]3[C:2]([F:1])=[CH:7][C:6]([C:8]([OH:11])([CH3:10])[CH3:9])=[CH:5][C:4]=3[F:12])=[CH:14][C:15]=2[C:26]([NH2:28])=[O:27])=[N:20]1. The catalyst class is: 3.